This data is from Reaction yield outcomes from USPTO patents with 853,638 reactions. The task is: Predict the reaction yield, written as a fraction of the theoretical maximum amount of product (1.0 means a 100% yield; for example, 0.34 means a 34% yield). (1) The yield is 0.820. The catalyst is C1(C)C=CC=CC=1.C(OCC)(=O)C.[O-]S(C(F)(F)F)(=O)=O.[Yb+3].[O-]S(C(F)(F)F)(=O)=O.[O-]S(C(F)(F)F)(=O)=O. The reactants are [Br:1][C:2]1[CH:3]=[CH:4][C:5]2[N:11]=[CH:10][C:9]3[C:12]([CH3:16])=[CH:13][CH:14]=[CH:15][C:8]=3[O:7][C:6]=2[CH:17]=1.CO/[CH:20]=[CH:21]/[C:22]([O:24][Si](C)(C)C)=[CH2:23].C1COCC1.Cl. The product is [Br:1][C:2]1[CH:3]=[CH:4][C:5]2[N:11]3[CH:20]=[CH:21][C:22](=[O:24])[CH2:23][CH:10]3[C:9]3[C:12]([CH3:16])=[CH:13][CH:14]=[CH:15][C:8]=3[O:7][C:6]=2[CH:17]=1. (2) The reactants are Cl[C:2]1[N:7]=[C:6]([N:8]([CH3:15])[S:9]([N:12]([CH3:14])[CH3:13])(=[O:11])=[O:10])[C:5]([Cl:16])=[C:4]([NH:17][C:18]2[CH:22]=[C:21]([CH3:23])[NH:20][N:19]=2)[N:3]=1.ClC1C(NC2C=C(OC)NN=2)=NC([NH:31][C@H:32]([C:34]2[N:39]=[CH:38][C:37]([F:40])=[CH:36][N:35]=2)[CH3:33])=NC=1.CCN(C(C)C)C(C)C. The catalyst is CCCCO. The product is [Cl:16][C:5]1[C:6]([N:8]([CH3:15])[S:9]([N:12]([CH3:14])[CH3:13])(=[O:11])=[O:10])=[N:7][C:2]([NH:31][C@H:32]([C:34]2[N:39]=[CH:38][C:37]([F:40])=[CH:36][N:35]=2)[CH3:33])=[N:3][C:4]=1[NH:17][C:18]1[CH:22]=[C:21]([CH3:23])[NH:20][N:19]=1. The yield is 0.896. (3) The reactants are [C:1]([O:11]C)(=O)[C@H:2]([C:4]1[CH:9]=[CH:8][CH:7]=[CH:6][CH:5]=1)[OH:3].[CH3:13][NH2:14].CO. No catalyst specified. The product is [OH:3][C@@H:2]([C:4]1[CH:9]=[CH:8][CH:7]=[CH:6][CH:5]=1)[C:1]([NH:14][CH3:13])=[O:11]. The yield is 0.950. (4) The reactants are ClC1C2C(=CC(OC)=C(OC)C=2)N=CC=1.O[C:17]1[C:18]([CH:24]=[O:25])=[N:19][C:20]([CH3:23])=[CH:21][CH:22]=1. The catalyst is CN(C)C1C=CN=CC=1.ClC1C=CC=CC=1Cl. The product is [CH3:23][C:20]1[N:19]=[C:18]([CH:24]=[O:25])[CH:17]=[CH:22][CH:21]=1. The yield is 0.0500. (5) The reactants are COC1C=C(OC)C=CC=1C[N:6]1[C:14](=[O:15])[C:13]2[C:12]([NH:16][C:17]3[CH:18]=[C:19]([CH3:23])[CH:20]=[CH:21][CH:22]=3)=[N:11][C:10]([NH:24][C@@H:25]3[CH2:30][CH2:29][CH2:28][CH2:27][C@@H:26]3[NH:31]C(=O)OC(C)(C)C)=[N:9][C:8]=2[CH2:7]1. The catalyst is C(O)(C(F)(F)F)=O. The product is [NH2:31][C@H:26]1[CH2:27][CH2:28][CH2:29][CH2:30][C@H:25]1[NH:24][C:10]1[N:11]=[C:12]([NH:16][C:17]2[CH:18]=[C:19]([CH3:23])[CH:20]=[CH:21][CH:22]=2)[C:13]2[C:14](=[O:15])[NH:6][CH2:7][C:8]=2[N:9]=1. The yield is 0.440.